From a dataset of Reaction yield outcomes from USPTO patents with 853,638 reactions. Predict the reaction yield, written as a fraction of the theoretical maximum amount of product (1.0 means a 100% yield; for example, 0.34 means a 34% yield). (1) The reactants are [CH2:1]([C:3]1[CH:8]=[CH:7][C:6]([C@H:9]2[CH2:14][C@@H:13]([C:15]([F:18])([F:17])[F:16])[N:12]3[N:19]=[CH:20][C:21]([C:22]([OH:24])=O)=[C:11]3[NH:10]2)=[CH:5][CH:4]=1)[CH3:2].CN(C(ON1N=NC2C=CC=NC1=2)=[N+](C)C)C.F[P-](F)(F)(F)(F)F.C(N(CC)C(C)C)(C)C.[CH2:58]1[CH2:63][CH:62]([CH2:64][NH2:65])[CH2:61][CH2:60][CH2:59]1. No catalyst specified. The product is [CH:62]1([CH2:64][NH:65][C:22]([C:21]2[CH:20]=[N:19][N:12]3[C@H:13]([C:15]([F:17])([F:18])[F:16])[CH2:14][C@H:9]([C:6]4[CH:7]=[CH:8][C:3]([CH2:1][CH3:2])=[CH:4][CH:5]=4)[NH:10][C:11]=23)=[O:24])[CH2:63][CH2:58][CH2:59][CH2:60][CH2:61]1. The yield is 0.620. (2) The reactants are Br[C:2]1[N:7]=[C:6]([C:8]([NH2:10])=[O:9])[C:5]([NH:11][CH:12]2[CH2:15][O:14][CH2:13]2)=[CH:4][CH:3]=1.[Br:16][C:17]1[CH:18]=[CH:19][C:20]([F:26])=[C:21](B(O)O)[CH:22]=1. No catalyst specified. The product is [Br:16][C:17]1[CH:22]=[CH:21][C:20]([F:26])=[C:19]([C:2]2[N:7]=[C:6]([C:8]([NH2:10])=[O:9])[C:5]([NH:11][CH:12]3[CH2:15][O:14][CH2:13]3)=[CH:4][CH:3]=2)[CH:18]=1. The yield is 0.400. (3) The reactants are C([O-])([O-])=O.[K+].[K+].[CH3:7][NH:8][CH3:9].[CH2:10]([O:12][C:13]([C:15]1[C:16]([S:27][CH2:28][CH3:29])=[N:17][C:18]2[C:23]([C:24]=1[CH3:25])=[CH:22][CH:21]=[C:20](F)[CH:19]=2)=[O:14])[CH3:11].CCCCCC. The catalyst is CCO. The product is [CH2:10]([O:12][C:13]([C:15]1[C:16]([S:27][CH2:28][CH3:29])=[N:17][C:18]2[C:23]([C:24]=1[CH3:25])=[CH:22][CH:21]=[C:20]([N:8]([CH3:9])[CH3:7])[CH:19]=2)=[O:14])[CH3:11]. The yield is 0.380. (4) The reactants are Cl[C:2]1[N:3]=[C:4]([N:23]2[CH2:28][CH2:27][O:26][CH2:25][CH2:24]2)[C:5]2[N:11]=[C:10]([CH2:12][N:13]3[CH2:18][CH2:17][CH:16]([C:19]([OH:22])([CH3:21])[CH3:20])[CH2:15][CH2:14]3)[CH:9]=[CH:8][C:6]=2[N:7]=1.[F:29][C:30]([F:42])([F:41])[CH2:31][C:32]1[NH:36][C:35]2[CH:37]=[CH:38][CH:39]=[CH:40][C:34]=2[N:33]=1.CC(C1C=C(C(C)C)C(C2C=CC=CC=2P(C2CCCCC2)C2CCCCC2)=C(C(C)C)C=1)C.P([O-])([O-])([O-])=O.[K+].[K+].[K+].O1CCOCC1. The catalyst is O.C1C=CC(/C=C/C(/C=C/C2C=CC=CC=2)=O)=CC=1.C1C=CC(/C=C/C(/C=C/C2C=CC=CC=2)=O)=CC=1.C1C=CC(/C=C/C(/C=C/C2C=CC=CC=2)=O)=CC=1.[Pd].[Pd]. The product is [O:26]1[CH2:27][CH2:28][N:23]([C:4]2[C:5]3[N:11]=[C:10]([CH2:12][N:13]4[CH2:18][CH2:17][CH:16]([C:19]([OH:22])([CH3:21])[CH3:20])[CH2:15][CH2:14]4)[CH:9]=[CH:8][C:6]=3[N:7]=[C:2]([N:33]3[C:34]4[CH:40]=[CH:39][CH:38]=[CH:37][C:35]=4[N:36]=[C:32]3[CH2:31][C:30]([F:29])([F:42])[F:41])[N:3]=2)[CH2:24][CH2:25]1. The yield is 0.530. (5) The reactants are [C:1]([O:5][C:6]([N:8]1[CH2:13][CH2:12][CH2:11][C@@H:10]([C:14]([OH:16])=O)[CH2:9]1)=[O:7])([CH3:4])([CH3:3])[CH3:2].C(N1C=CN=C1)(N1C=CN=C1)=O.C(N(CC)CC)C.Cl.[CH3:37][NH:38][O:39][CH3:40]. The catalyst is C1COCC1. The product is [CH3:40][O:39][N:38]([CH3:37])[C:14]([C@@H:10]1[CH2:11][CH2:12][CH2:13][N:8]([C:6]([O:5][C:1]([CH3:2])([CH3:3])[CH3:4])=[O:7])[CH2:9]1)=[O:16]. The yield is 0.910.